The task is: Predict the product of the given reaction.. This data is from Forward reaction prediction with 1.9M reactions from USPTO patents (1976-2016). (1) Given the reactants [CH2:1]([O:8][C:9]1[C:14]([F:15])=[CH:13][C:12]([CH:16]([C:18]2[C:26]3[C:21](=[N:22][CH:23]=[CH:24][CH:25]=3)[N:20]([Si](C(C)C)(C(C)C)C(C)C)[CH:19]=2)[OH:17])=[C:11]([F:37])[CH:10]=1)[C:2]1[CH:7]=[CH:6][CH:5]=[CH:4][CH:3]=1.[F-].C([N+](CCCC)(CCCC)CCCC)CCC, predict the reaction product. The product is: [CH2:1]([O:8][C:9]1[C:14]([F:15])=[CH:13][C:12]([CH:16]([C:18]2[C:26]3[C:21](=[N:22][CH:23]=[CH:24][CH:25]=3)[NH:20][CH:19]=2)[OH:17])=[C:11]([F:37])[CH:10]=1)[C:2]1[CH:7]=[CH:6][CH:5]=[CH:4][CH:3]=1. (2) Given the reactants [Br:1][C:2]1[N:3]=[C:4]([N:12]2[CH2:17][CH2:16][CH2:15][CH:14]([C:18]([O:20][CH3:21])=[O:19])[CH2:13]2)[N:5]2[CH:10]=[CH:9][N:8]=[C:7](Cl)[C:6]=12.[CH3:22][O:23][C:24]1[CH:31]=[CH:30][C:27]([CH2:28][NH2:29])=[CH:26][CH:25]=1, predict the reaction product. The product is: [Br:1][C:2]1[N:3]=[C:4]([N:12]2[CH2:17][CH2:16][CH2:15][CH:14]([C:18]([O:20][CH3:21])=[O:19])[CH2:13]2)[N:5]2[CH:10]=[CH:9][N:8]=[C:7]([NH:29][CH2:28][C:27]3[CH:30]=[CH:31][C:24]([O:23][CH3:22])=[CH:25][CH:26]=3)[C:6]=12. (3) The product is: [CH3:46][C:41]([NH:40][C:38](=[O:39])[O:37][C:33]([CH3:36])([CH3:35])[CH3:34])([CH3:45])[C:42]([NH:1][C@H:2]([CH2:29][CH:30]([CH3:32])[CH3:31])[C:3](=[O:4])[NH:5][CH:6]1[CH2:15][C:14]2[C:9](=[C:10]([N:16]3[CH2:20][CH2:19][CH2:18][C:17]3=[O:21])[CH:11]=[CH:12][CH:13]=2)[N:8]([CH2:22][C:23]2[CH:27]=[CH:26][S:25][CH:24]=2)[C:7]1=[O:28])=[O:43]. Given the reactants [NH2:1][C@H:2]([CH2:29][CH:30]([CH3:32])[CH3:31])[C:3]([NH:5][CH:6]1[CH2:15][C:14]2[C:9](=[C:10]([N:16]3[CH2:20][CH2:19][CH2:18][C:17]3=[O:21])[CH:11]=[CH:12][CH:13]=2)[N:8]([CH2:22][C:23]2[CH:27]=[CH:26][S:25][CH:24]=2)[C:7]1=[O:28])=[O:4].[C:33]([O:37][C:38]([NH:40][C:41]([CH3:46])([CH3:45])[C:42](O)=[O:43])=[O:39])([CH3:36])([CH3:35])[CH3:34], predict the reaction product. (4) Given the reactants [CH2:1]([NH:5][C:6]1[N:11]=[C:10]([C:12]2[C:13]([C:22]3[CH:27]=[CH:26][C:25]([F:28])=[CH:24][CH:23]=3)=[N:14][N:15]3[C:20](Cl)=[CH:19][CH:18]=[CH:17][C:16]=23)[CH:9]=[CH:8][N:7]=1)[CH2:2][CH2:3][CH3:4].[O:29]1[CH:33]=[CH:32][CH:31]=[C:30]1B(O)O.C(=O)([O-])[O-].[Na+].[Na+], predict the reaction product. The product is: [CH2:1]([NH:5][C:6]1[N:11]=[C:10]([C:12]2[C:13]([C:22]3[CH:27]=[CH:26][C:25]([F:28])=[CH:24][CH:23]=3)=[N:14][N:15]3[C:20]([C:30]4[O:29][CH:33]=[CH:32][CH:31]=4)=[CH:19][CH:18]=[CH:17][C:16]=23)[CH:9]=[CH:8][N:7]=1)[CH2:2][CH2:3][CH3:4]. (5) Given the reactants Br[C:2]1[CH:7]=[N:6][C:5]2=[C:8]([NH:11][CH:12]3[CH2:17][CH2:16][O:15][CH2:14][CH2:13]3)[S:9][N:10]=[C:4]2[CH:3]=1.[CH3:18][O:19][C:20]1[CH:21]=[C:22](B(O)O)[CH:23]=[CH:24][C:25]=1[O:26][CH3:27].C([O-])([O-])=O.[K+].[K+], predict the reaction product. The product is: [CH3:18][O:19][C:20]1[CH:21]=[C:22]([C:2]2[CH:7]=[N:6][C:5]3=[C:8]([NH:11][CH:12]4[CH2:17][CH2:16][O:15][CH2:14][CH2:13]4)[S:9][N:10]=[C:4]3[CH:3]=2)[CH:23]=[CH:24][C:25]=1[O:26][CH3:27]. (6) Given the reactants [NH2:1][C:2]1[N:6]([CH2:7][CH:8]([CH3:10])[CH3:9])[N:5]=[CH:4][C:3]=1[C:11]([NH2:13])=[O:12].N[C:15]1N(C(C)C)N=C[C:16]=1C(N)=O.[Cl:26][C:27]1[CH:32]=[CH:31][CH:30]=[CH:29][C:28]=1[NH:33][CH2:34][CH2:35]O, predict the reaction product. The product is: [Cl:26][C:27]1[CH:32]=[CH:31][CH:30]=[CH:29][C:28]=1[N:33]1[CH2:16][CH2:15][N:13]2[C:11](=[O:12])[C:3]3[CH:4]=[N:5][N:6]([CH2:7][CH:8]([CH3:10])[CH3:9])[C:2]=3[N:1]=[C:35]2[CH2:34]1. (7) The product is: [O:35]1[CH:36]=[CH:37][C:33]([NH:32][C:17](=[O:20])[NH:1][C:2]2[CH:7]=[CH:6][C:5]([B:8]3[O:16][C:13]([CH3:15])([CH3:14])[C:10]([CH3:11])([CH3:12])[O:9]3)=[CH:4][CH:3]=2)=[N:34]1. Given the reactants [NH2:1][C:2]1[CH:7]=[CH:6][C:5]([B:8]2[O:16][C:13]([CH3:15])([CH3:14])[C:10]([CH3:12])([CH3:11])[O:9]2)=[CH:4][CH:3]=1.[C:17](=[O:20])(O)[O-].[Na+].C1(OC(Cl)=O)C=CC=CC=1.[NH2:32][C:33]1[CH:37]=[CH:36][O:35][N:34]=1, predict the reaction product. (8) Given the reactants CC[N:3](C(C)C)C(C)C.[C:10]([C:12]1[CH:17]=[CH:16][C:15]([CH:18]2[CH2:23][CH2:22][N:21]([C:24]([C:26]3[CH:27]=[CH:28][C:29]([CH3:45])=[C:30]([NH:32][S:33]([C:36]4[CH:37]=[C:38]([CH:42]=[CH:43][CH:44]=4)[C:39](O)=[O:40])(=[O:35])=[O:34])[CH:31]=3)=[O:25])[CH2:20][CH2:19]2)=[CH:14][CH:13]=1)#[N:11].N.CN(C(ON1N=NC2C=CC=NC1=2)=[N+](C)C)C.F[P-](F)(F)(F)(F)F, predict the reaction product. The product is: [C:10]([C:12]1[CH:13]=[CH:14][C:15]([CH:18]2[CH2:23][CH2:22][N:21]([C:24]([C:26]3[CH:27]=[CH:28][C:29]([CH3:45])=[C:30]([NH:32][S:33]([C:36]4[CH:37]=[C:38]([CH:42]=[CH:43][CH:44]=4)[C:39]([NH2:3])=[O:40])(=[O:34])=[O:35])[CH:31]=3)=[O:25])[CH2:20][CH2:19]2)=[CH:16][CH:17]=1)#[N:11]. (9) Given the reactants [C:1]([O:5][C:6]([C:8]1[C:17]([NH2:18])=[CH:16][C:15]2[C:10](=[CH:11][C:12]([O:27][CH3:28])=[C:13]([O:19][CH2:20][C:21]3[CH:26]=[CH:25][CH:24]=[CH:23][CH:22]=3)[CH:14]=2)[CH:9]=1)=[O:7])([CH3:4])([CH3:3])[CH3:2].CO[CH:31](OC)[N:32]([CH3:34])[CH3:33], predict the reaction product. The product is: [C:1]([O:5][C:6]([C:8]1[C:17]([N:18]=[CH:31][N:32]([CH3:34])[CH3:33])=[CH:16][C:15]2[C:10](=[CH:11][C:12]([O:27][CH3:28])=[C:13]([O:19][CH2:20][C:21]3[CH:22]=[CH:23][CH:24]=[CH:25][CH:26]=3)[CH:14]=2)[CH:9]=1)=[O:7])([CH3:4])([CH3:3])[CH3:2]. (10) Given the reactants [NH2:1][C:2]1[C:3]2[N:4]([C:8]([C@@H:29]3[CH2:33][CH2:32][CH2:31][NH:30]3)=[N:9][C:10]=2[C:11]2[CH:28]=[CH:27][C:14]([C:15]([NH:17][C:18]3[CH:23]=[C:22]([CH2:24][CH2:25][CH3:26])[CH:21]=[CH:20][N:19]=3)=[O:16])=[CH:13][CH:12]=2)[CH:5]=[CH:6][N:7]=1.[CH3:34][O:35][CH2:36]/[CH:37]=[CH:38]/[C:39](O)=[O:40], predict the reaction product. The product is: [NH2:1][C:2]1[C:3]2[N:4]([C:8]([C@@H:29]3[CH2:33][CH2:32][CH2:31][N:30]3[C:39](=[O:40])/[CH:38]=[CH:37]/[CH2:36][O:35][CH3:34])=[N:9][C:10]=2[C:11]2[CH:12]=[CH:13][C:14]([C:15]([NH:17][C:18]3[CH:23]=[C:22]([CH2:24][CH2:25][CH3:26])[CH:21]=[CH:20][N:19]=3)=[O:16])=[CH:27][CH:28]=2)[CH:5]=[CH:6][N:7]=1.